Predict the reactants needed to synthesize the given product. From a dataset of Full USPTO retrosynthesis dataset with 1.9M reactions from patents (1976-2016). (1) Given the product [CH3:29][C:20]1[C:21]([C:25]([F:28])([F:27])[F:26])=[CH:22][CH:23]=[CH:24][C:19]=1[CH2:18][N:14]1[CH2:13][CH2:12][N:11]2[C:7]([C:2]3[CH:3]=[CH:31][CH:5]=[CH:6][N:1]=3)=[N:8][N:9]=[C:10]2[C:15]1=[O:16], predict the reactants needed to synthesize it. The reactants are: [N:1]1[CH:6]=[CH:5]N=[CH:3][C:2]=1[C:7]1[N:11]2[CH2:12][CH2:13][NH:14][C:15](=[O:16])[C:10]2=[N:9][N:8]=1.Br[CH2:18][C:19]1[CH:24]=[CH:23][CH:22]=[C:21]([C:25]([F:28])([F:27])[F:26])[C:20]=1[CH3:29].Br[CH2:31]C1C=CC=C(Cl)C=1Cl. (2) Given the product [CH3:22][C:17]1([N:14]2[CH2:13][CH2:12][CH:11]([N:7]3[C:6]4[CH:23]=[C:2]([CH3:1])[CH:3]=[CH:4][C:5]=4[NH:9][C:8]3=[O:10])[CH2:16][CH2:15]2)[CH2:21][CH2:20][N:19]([C:24]([O:25][CH2:26][CH3:27])=[O:28])[CH2:18]1, predict the reactants needed to synthesize it. The reactants are: [CH3:1][C:2]1[CH:3]=[CH:4][C:5]2[NH:9][C:8](=[O:10])[N:7]([CH:11]3[CH2:16][CH2:15][N:14]([C:17]4([CH3:22])[CH2:21][CH2:20][NH:19][CH2:18]4)[CH2:13][CH2:12]3)[C:6]=2[CH:23]=1.[C:24](Cl)(=[O:28])[O:25][CH2:26][CH3:27]. (3) The reactants are: [C:1]1([N:7]2[C:15]3[C:10](=[C:11]([O:20][CH3:21])[C:12]([O:18][CH3:19])=[C:13]([O:16][CH3:17])[CH:14]=3)[CH:9]=[C:8]2[C:22]([OH:24])=O)[CH:6]=[CH:5][CH:4]=[CH:3][CH:2]=1.[NH:25]1[CH2:31][CH2:30][CH2:29][NH:28][CH2:27][CH2:26]1. Given the product [C:1]1([N:7]2[C:15]3[C:10](=[C:11]([O:20][CH3:21])[C:12]([O:18][CH3:19])=[C:13]([O:16][CH3:17])[CH:14]=3)[CH:9]=[C:8]2[C:22]([N:25]2[CH2:31][CH2:30][CH2:29][N:28]([C:22]([C:8]3[N:7]([C:1]4[CH:6]=[CH:5][CH:4]=[CH:3][CH:2]=4)[C:15]4[C:10]([CH:9]=3)=[C:11]([O:20][CH3:21])[C:12]([O:18][CH3:19])=[C:13]([O:16][CH3:17])[CH:14]=4)=[O:24])[CH2:27][CH2:26]2)=[O:24])[CH:6]=[CH:5][CH:4]=[CH:3][CH:2]=1, predict the reactants needed to synthesize it. (4) Given the product [C:16]([O:20][C:21]([N:23]1[CH2:27][CH2:26][CH:25]([NH:28][C:29](=[O:32])[CH2:30][O:9][C:4]2[CH:5]=[CH:6][C:7]([F:8])=[C:2]([F:1])[CH:3]=2)[CH2:24]1)=[O:22])([CH3:19])([CH3:17])[CH3:18], predict the reactants needed to synthesize it. The reactants are: [F:1][C:2]1[CH:3]=[C:4]([OH:9])[CH:5]=[CH:6][C:7]=1[F:8].CC([O-])(C)C.[K+].[C:16]([O:20][C:21]([N:23]1[CH2:27][CH2:26][CH:25]([NH:28][C:29](=[O:32])[CH2:30]Cl)[CH2:24]1)=[O:22])([CH3:19])([CH3:18])[CH3:17].O. (5) Given the product [CH3:42][N:43]([CH2:6][C:7]1[C:8]([NH:33][C:34]([C:36]2[O:37][CH:38]=[CH:39][CH:40]=2)=[O:35])=[N:9][C:10]([C:22]2[CH:27]=[CH:26][C:25]([F:28])=[CH:24][C:23]=2[O:29][CH2:30][O:31][CH3:32])=[CH:11][C:12]=1[C:13]1[CH:18]=[CH:17][CH:16]=[C:15]([N+:19]([O-:21])=[O:20])[CH:14]=1)[CH3:44], predict the reactants needed to synthesize it. The reactants are: CS(O[CH2:6][C:7]1[C:8]([NH:33][C:34]([C:36]2[O:37][CH:38]=[CH:39][CH:40]=2)=[O:35])=[N:9][C:10]([C:22]2[CH:27]=[CH:26][C:25]([F:28])=[CH:24][C:23]=2[O:29][CH2:30][O:31][CH3:32])=[CH:11][C:12]=1[C:13]1[CH:18]=[CH:17][CH:16]=[C:15]([N+:19]([O-:21])=[O:20])[CH:14]=1)(=O)=O.[Cl-].[CH3:42][NH2+:43][CH3:44].C(N(CC)CC)C. (6) Given the product [NH2:36][C:34]1[N:33]=[CH:32][N:31]=[C:30]2[N:29]([CH:8]([C:6]3[C:5]([O:11][CH2:12][CH3:13])=[C:4]([CH:14]4[CH2:17][N:16]([C:18]([O:20][C:21]([CH3:24])([CH3:23])[CH3:22])=[O:19])[CH2:15]4)[C:3]([F:25])=[C:2]([Cl:1])[CH:7]=3)[CH3:9])[N:28]=[C:27]([I:26])[C:35]=12, predict the reactants needed to synthesize it. The reactants are: [Cl:1][C:2]1[C:3]([F:25])=[C:4]([CH:14]2[CH2:17][N:16]([C:18]([O:20][C:21]([CH3:24])([CH3:23])[CH3:22])=[O:19])[CH2:15]2)[C:5]([O:11][CH2:12][CH3:13])=[C:6]([CH:8](Cl)[CH3:9])[CH:7]=1.[I:26][C:27]1[C:35]2[C:30](=[N:31][CH:32]=[N:33][C:34]=2[NH2:36])[NH:29][N:28]=1. (7) Given the product [Br:3][C:4]1[CH:5]=[C:6]2[C:11](=[CH:12][CH:13]=1)[CH2:10][O:9][CH2:8][CH:7]2[OH:14], predict the reactants needed to synthesize it. The reactants are: [BH4-].[Na+].[Br:3][C:4]1[CH:5]=[C:6]2[C:11](=[CH:12][CH:13]=1)[CH2:10][O:9][CH2:8][C:7]2=[O:14]. (8) Given the product [N:15]1([S:2]([C:5]2[CH:6]=[C:7]3[C:11](=[CH:12][CH:13]=2)[NH:10][C:9](=[O:14])[CH2:8]3)(=[O:4])=[O:3])[CH2:19][CH2:18][CH2:17][CH2:16]1, predict the reactants needed to synthesize it. The reactants are: Cl[S:2]([C:5]1[CH:6]=[C:7]2[C:11](=[CH:12][CH:13]=1)[NH:10][C:9](=[O:14])[CH2:8]2)(=[O:4])=[O:3].[NH:15]1[CH2:19][CH2:18][CH2:17][CH2:16]1.N1C=CC=CC=1.Cl.